Task: Predict the reactants needed to synthesize the given product.. Dataset: Full USPTO retrosynthesis dataset with 1.9M reactions from patents (1976-2016) (1) Given the product [C:28]12([CH2:38][O:39][C:40]3[C:48]([CH:49]4[CH2:50][CH2:51][CH2:52]4)=[CH:47][C:43]([C:44]([NH:65][S:62]([CH:59]4[CH2:61][CH2:60]4)(=[O:64])=[O:63])=[O:45])=[C:42]([F:53])[CH:41]=3)[CH2:35][CH:34]3[CH2:36][CH:30]([CH2:31][CH:32]([CH2:33]3)[CH2:37]1)[CH2:29]2, predict the reactants needed to synthesize it. The reactants are: C(C1(COC2C(C3CC3)=CC(C(O)=O)=C(F)C=2)C2CC3CC(CC1C3)C2)#N.[C:28]12([CH2:38][O:39][C:40]3[C:48]([CH:49]4[CH2:52][CH2:51][CH2:50]4)=[CH:47][C:43]([C:44](O)=[O:45])=[C:42]([F:53])[CH:41]=3)[CH2:37][CH:32]3[CH2:33][CH:34]([CH2:36][CH:30]([CH2:31]3)[CH2:29]1)[CH2:35]2.CS(N)(=O)=O.[CH:59]1([S:62]([NH2:65])(=[O:64])=[O:63])[CH2:61][CH2:60]1. (2) Given the product [F:1][C:2]1[CH:7]=[CH:6][C:5]([NH:8][C:9](=[O:14])[C:10]([CH3:13])([CH3:12])[CH3:11])=[CH:4][C:3]=1[C:15]([C:16]1[CH:17]=[C:18]2[C:23](=[CH:24][CH:25]=1)[N:22]=[CH:21][CH:20]=[N:19]2)=[O:26], predict the reactants needed to synthesize it. The reactants are: [F:1][C:2]1[CH:7]=[CH:6][C:5]([NH:8][C:9](=[O:14])[C:10]([CH3:13])([CH3:12])[CH3:11])=[CH:4][C:3]=1[CH:15]([OH:26])[C:16]1[CH:17]=[C:18]2[C:23](=[CH:24][CH:25]=1)[N:22]=[CH:21][CH:20]=[N:19]2. (3) Given the product [NH2:1][C:2]1[N:3]=[C:4]([C:17]2[O:18][CH:19]=[CH:20][CH:21]=2)[C:5]2[N:10]=[N:9][N:8]([CH2:11][C:12]([OH:14])=[O:13])[C:6]=2[N:7]=1, predict the reactants needed to synthesize it. The reactants are: [NH2:1][C:2]1[N:3]=[C:4]([C:17]2[O:18][CH:19]=[CH:20][CH:21]=2)[C:5]2[N:10]=[N:9][N:8]([CH2:11][C:12]([O:14]CC)=[O:13])[C:6]=2[N:7]=1.[OH-].[Na+].B(Br)(Br)Br. (4) Given the product [C:40]([C:18]1[CH:17]=[C:16]([S:15][C:12]([S:11][C:9]2[CH:10]=[C:5]([C:1]([CH3:4])([CH3:3])[CH3:2])[C:6]([OH:48])=[C:7]([C:44]([CH3:47])([CH3:46])[CH3:45])[CH:8]=2)([CH3:14])[CH3:13])[CH:21]=[C:20]([C:22]([CH3:25])([CH3:24])[CH3:23])[C:19]=1[O:26][CH2:27][CH2:28][CH:29]([OH:30])[CH:33]([OH:32])[CH2:34][CH2:35][OH:36])([CH3:43])([CH3:42])[CH3:41], predict the reactants needed to synthesize it. The reactants are: [C:1]([C:5]1[CH:10]=[C:9]([S:11][C:12]([S:15][C:16]2[CH:21]=[C:20]([C:22]([CH3:25])([CH3:24])[CH3:23])[C:19]([O:26][CH2:27][CH2:28][CH:29]3[CH:33]([CH2:34][CH2:35][OH:36])[O:32]C(OCC)[O:30]3)=[C:18]([C:40]([CH3:43])([CH3:42])[CH3:41])[CH:17]=2)([CH3:14])[CH3:13])[CH:8]=[C:7]([C:44]([CH3:47])([CH3:46])[CH3:45])[C:6]=1[OH:48])([CH3:4])([CH3:3])[CH3:2].C(O)(=O)C.O. (5) Given the product [C:1]([O:5][C:6]([N:8]1[CH2:13][CH2:12][CH:11]([CH2:14][CH2:15][O:16][CH2:19][C:20]2[CH:27]=[CH:26][C:23]([CH3:24])=[CH:22][CH:21]=2)[CH2:10][CH2:9]1)=[O:7])([CH3:4])([CH3:3])[CH3:2], predict the reactants needed to synthesize it. The reactants are: [C:1]([O:5][C:6]([N:8]1[CH2:13][CH2:12][CH:11]([CH2:14][CH2:15][OH:16])[CH2:10][CH2:9]1)=[O:7])([CH3:4])([CH3:3])[CH3:2].[H-].[Na+].[CH3:19][C:20]1[CH:27]=[CH:26][C:23]([CH2:24]Br)=[CH:22][CH:21]=1.[NH4+].[Cl-]. (6) Given the product [CH2:1]([N:8]1[CH2:13][C@H:12]([O:14][Si:15]([C:18]([CH3:20])([CH3:19])[CH3:21])([CH3:16])[CH3:17])[CH2:11][C@H:10]([OH:22])[CH2:9]1)[C:2]1[CH:3]=[CH:4][CH:5]=[CH:6][CH:7]=1, predict the reactants needed to synthesize it. The reactants are: [CH2:1]([N:8]1[CH2:13][C@H:12]([O:14][Si:15]([C:18]([CH3:21])([CH3:20])[CH3:19])([CH3:17])[CH3:16])[CH2:11][C@H:10]([O:22]C(=O)C2C=CC=CC=2)[CH2:9]1)[C:2]1[CH:7]=[CH:6][CH:5]=[CH:4][CH:3]=1.